This data is from NCI-60 drug combinations with 297,098 pairs across 59 cell lines. The task is: Regression. Given two drug SMILES strings and cell line genomic features, predict the synergy score measuring deviation from expected non-interaction effect. Drug 1: C1CCC(C1)C(CC#N)N2C=C(C=N2)C3=C4C=CNC4=NC=N3. Drug 2: CC1CCC2CC(C(=CC=CC=CC(CC(C(=O)C(C(C(=CC(C(=O)CC(OC(=O)C3CCCCN3C(=O)C(=O)C1(O2)O)C(C)CC4CCC(C(C4)OC)O)C)C)O)OC)C)C)C)OC. Cell line: HOP-62. Synergy scores: CSS=26.3, Synergy_ZIP=5.05, Synergy_Bliss=7.77, Synergy_Loewe=-40.1, Synergy_HSA=6.66.